Dataset: M1 muscarinic receptor agonist screen with 61,833 compounds. Task: Binary Classification. Given a drug SMILES string, predict its activity (active/inactive) in a high-throughput screening assay against a specified biological target. (1) The molecule is S(c1n(c(nn1)COc1c(cccc1)C)CC)CC(OC)=O. The result is 0 (inactive). (2) The molecule is S(c1nc(Oc2ccc(cc2)C(OCC)=O)cc(n1)C)C. The result is 0 (inactive). (3) The molecule is s1c(NC(=O)CN2CCN(CC2)c2ncccc2)nc2c1cc(OCC)cc2. The result is 0 (inactive). (4) The compound is s1c(c(nc1NC(=O)c1occc1)C)C(OC)=O. The result is 0 (inactive). (5) The molecule is O1C(CCC1)CNC(=O)c1ccc(NC(OC)=O)cc1. The result is 0 (inactive). (6) The molecule is O(c1cc(NC2=NC3(N=C(N2)N)CCCCC3)ccc1)C. The result is 0 (inactive).